This data is from Peptide-MHC class I binding affinity with 185,985 pairs from IEDB/IMGT. The task is: Regression. Given a peptide amino acid sequence and an MHC pseudo amino acid sequence, predict their binding affinity value. This is MHC class I binding data. (1) The peptide sequence is SSDLRSWTF. The MHC is HLA-A02:16 with pseudo-sequence HLA-A02:16. The binding affinity (normalized) is 0.0847. (2) The peptide sequence is SLDSWWTSL. The MHC is HLA-A11:01 with pseudo-sequence HLA-A11:01. The binding affinity (normalized) is 0. (3) The peptide sequence is ERLQRKHGGM. The MHC is HLA-B08:01 with pseudo-sequence HLA-B08:01. The binding affinity (normalized) is 0.582. (4) The peptide sequence is TLLESFLFY. The MHC is HLA-B48:01 with pseudo-sequence HLA-B48:01. The binding affinity (normalized) is 0.0847. (5) The peptide sequence is KSYAQMWTL. The MHC is HLA-B58:01 with pseudo-sequence HLA-B58:01. The binding affinity (normalized) is 0.829. (6) The peptide sequence is YSGNIVHRY. The MHC is HLA-B51:01 with pseudo-sequence HLA-B51:01. The binding affinity (normalized) is 0.0847. (7) The peptide sequence is PLRPMTYK. The MHC is HLA-A68:01 with pseudo-sequence HLA-A68:01. The binding affinity (normalized) is 0.0310. (8) The peptide sequence is MEDKTHVSSW. The MHC is HLA-B44:02 with pseudo-sequence HLA-B44:02. The binding affinity (normalized) is 0.592. (9) The peptide sequence is EIIFYHPTF. The MHC is HLA-A11:01 with pseudo-sequence HLA-A11:01. The binding affinity (normalized) is 0.0847.